From a dataset of Forward reaction prediction with 1.9M reactions from USPTO patents (1976-2016). Predict the product of the given reaction. (1) The product is: [F:1][C:2]1[CH:27]=[CH:26][CH:25]=[C:24]([F:28])[C:3]=1[C:4]([N:6]([CH3:31])[C:7]([N:8]([C:10]1[C:11]([F:22])=[CH:12][C:13]([S:17][C:18]([F:20])([F:21])[F:19])=[CH:14][C:15]=1[F:16])[CH3:9])=[O:23])=[O:5]. Given the reactants [F:1][C:2]1[CH:27]=[CH:26][CH:25]=[C:24]([F:28])[C:3]=1[C:4]([NH:6][C:7](=[O:23])[N:8]([C:10]1[C:15]([F:16])=[CH:14][C:13]([S:17][C:18]([F:21])([F:20])[F:19])=[CH:12][C:11]=1[F:22])[CH3:9])=[O:5].[H-].[Na+].[CH3:31]I.[Cl-].[NH4+], predict the reaction product. (2) The product is: [CH2:20]([O:19][C:17](=[O:18])[CH2:16][C:15]1[NH:12][C:11]2[CH:10]=[CH:9][CH:8]=[C:3]([C:4]([O:6][CH3:7])=[O:5])[C:2]=2[N:1]=1)[CH3:21]. Given the reactants [NH2:1][C:2]1[C:11]([NH2:12])=[CH:10][CH:9]=[CH:8][C:3]=1[C:4]([O:6][CH3:7])=[O:5].Cl.N[C:15](OCC)=[CH:16][C:17]([O:19][CH2:20][CH3:21])=[O:18], predict the reaction product. (3) Given the reactants [CH3:1][C:2]1[C:7]([CH3:8])=[CH:6][CH:5]=[C:4]([NH2:9])[C:3]=1[NH2:10].Cl[CH:12](Cl)[C:13](O)=[O:14], predict the reaction product. The product is: [CH3:1][C:2]1[C:3]2[N:10]=[C:12]([CH:13]=[O:14])[NH:9][C:4]=2[CH:5]=[CH:6][C:7]=1[CH3:8]. (4) Given the reactants [OH:1][C@@H:2]([CH2:21][CH2:22][CH2:23][CH2:24][CH3:25])/[CH:3]=[CH:4]/[C@@H:5](CC)[C@H:6]([C@:12]1(O)[CH2:16][CH2:15][CH2:14][C:13]1=O)[CH2:7][CH2:8]C(O)=O.CN(N=O)[C:28](N)=[O:29].[OH-:33].[K+].[N+](=C)=[N-].[OH2:38].[CH2:39]([O:41][CH2:42]C)[CH3:40], predict the reaction product. The product is: [OH:1][C@@H:2]([CH2:21][CH2:22][CH2:23][CH2:24][CH3:25])/[CH:3]=[CH:4]/[C@@H:5]1[C@@H:6]([CH2:12][CH2:16][CH2:15][CH2:14][CH2:13][CH2:40][C:39]([O:41][CH3:42])=[O:33])[C:7](=[O:38])[CH2:8][C@H:28]1[OH:29]. (5) Given the reactants Cl[CH2:2][C:3]1[O:4][C:5]([C:8]2[CH:13]=[C:12]([Cl:14])[CH:11]=[C:10]([Cl:15])[CH:9]=2)=[N:6][N:7]=1.[Cl:16][C:17]1[CH:22]=[CH:21][CH:20]=[CH:19][C:18]=1[N:23]1[C:27]([C:28]2[CH:33]=[CH:32][N:31]=[CH:30][CH:29]=2)=[N:26][N:25]=[C:24]1[SH:34].C([O-])([O-])=O.[K+].[K+], predict the reaction product. The product is: [Cl:15][C:10]1[CH:9]=[C:8]([C:5]2[O:4][C:3]([CH2:2][S:34][C:24]3[N:23]([C:18]4[CH:19]=[CH:20][CH:21]=[CH:22][C:17]=4[Cl:16])[C:27]([C:28]4[CH:29]=[CH:30][N:31]=[CH:32][CH:33]=4)=[N:26][N:25]=3)=[N:7][N:6]=2)[CH:13]=[C:12]([Cl:14])[CH:11]=1. (6) Given the reactants [N:1]([CH2:4][C:5]1[CH:10]=[CH:9][N:8]2[CH:11]=[CH:12][N:13]=[C:7]2[CH:6]=1)=[N+]=[N-], predict the reaction product. The product is: [N:13]1[CH:12]=[CH:11][N:8]2[CH:9]=[CH:10][C:5]([CH2:4][NH2:1])=[CH:6][C:7]=12. (7) Given the reactants [Cl:1][C:2]1[N:7]=[C:6]([C:8]2[CH:9]=[N:10][N:11]([CH2:13][O:14][CH2:15][CH2:16][Si:17]([CH3:20])([CH3:19])[CH3:18])[CH:12]=2)[N:5]=[C:4]([NH2:21])[CH:3]=1.P([O-])([O-])([O-])=O.[C:27]([O-])(=O)[CH3:28].[Na+].ClCC=O, predict the reaction product. The product is: [Cl:1][C:2]1[N:7]=[C:6]([C:8]2[CH:9]=[N:10][N:11]([CH2:13][O:14][CH2:15][CH2:16][Si:17]([CH3:18])([CH3:20])[CH3:19])[CH:12]=2)[N:5]2[CH:27]=[CH:28][N:21]=[C:4]2[CH:3]=1. (8) Given the reactants [NH2:1][C@H:2]([C:8]([OH:10])=[O:9])[CH2:3][CH2:4][C:5](=[O:7])[NH2:6].C([O-])([O-])=O.[Na+].[Na+].Cl[C:18]([O:20][CH2:21][C:22]1[CH:27]=[CH:26][CH:25]=[CH:24][CH:23]=1)=[O:19], predict the reaction product. The product is: [CH2:21]([O:20][C:18]([NH:1][C@H:2]([C:8]([OH:10])=[O:9])[CH2:3][CH2:4][C:5](=[O:7])[NH2:6])=[O:19])[C:22]1[CH:27]=[CH:26][CH:25]=[CH:24][CH:23]=1. (9) Given the reactants [CH3:1][C:2]1[CH:6]=[CH:5][NH:4][N:3]=1.[H-].[Na+].F[C:10]1[CH:11]=[N:12][CH:13]=[CH:14][CH:15]=1.O, predict the reaction product. The product is: [CH3:1][C:2]1[CH:6]=[CH:5][N:4]([C:10]2[CH:11]=[N:12][CH:13]=[CH:14][CH:15]=2)[N:3]=1.[CH3:1][C:2]1[N:3]([C:10]2[CH:11]=[N:12][CH:13]=[CH:14][CH:15]=2)[N:4]=[CH:5][CH:6]=1.